From a dataset of Forward reaction prediction with 1.9M reactions from USPTO patents (1976-2016). Predict the product of the given reaction. (1) Given the reactants [Cl:1]CCCC1SC2C=CC=CC=2N(C2C=CC=CC=2)S1(=O)=O.[O:23]=[S:24]1(=[O:45])[CH:29]([CH2:30][CH2:31][CH2:32][NH:33][CH3:34])[S:28][C:27]2[CH:35]=[CH:36][CH:37]=[CH:38][C:26]=2[N:25]1[C:39]1[CH:44]=[CH:43][CH:42]=[CH:41][CH:40]=1.[I-].[K+], predict the reaction product. The product is: [ClH:1].[O:45]=[S:24]1(=[O:23])[CH:29]([CH2:30][CH2:31][CH2:32][NH:33][CH3:34])[S:28][C:27]2[CH:35]=[CH:36][CH:37]=[CH:38][C:26]=2[N:25]1[C:39]1[CH:44]=[CH:43][CH:42]=[CH:41][CH:40]=1. (2) Given the reactants Br[C:2]1[S:6][C:5]([NH:7][C:8]([NH:10][C:11]2[CH:16]=[CH:15][C:14]([CH3:17])=[CH:13][C:12]=2[C:18]([CH:20]2[CH2:24][CH2:23][CH2:22][CH2:21]2)=[O:19])=[O:9])=[N:4][CH:3]=1.[CH3:25][O:26][C:27](=[O:30])[CH2:28][SH:29], predict the reaction product. The product is: [CH3:25][O:26][C:27](=[O:30])[CH2:28][S:29][C:2]1[S:6][C:5]([NH:7][C:8]([NH:10][C:11]2[CH:16]=[CH:15][C:14]([CH3:17])=[CH:13][C:12]=2[C:18]([CH:20]2[CH2:24][CH2:23][CH2:22][CH2:21]2)=[O:19])=[O:9])=[N:4][CH:3]=1. (3) Given the reactants I[CH3:2].[Si:3]([O:10][CH2:11][C:12]1[C:13]2[N:14]([N:20]=[C:21]([C:23]([F:26])([F:25])[F:24])[CH:22]=2)[C:15]([CH2:18][OH:19])=[CH:16][CH:17]=1)([C:6]([CH3:9])([CH3:8])[CH3:7])([CH3:5])[CH3:4], predict the reaction product. The product is: [Si:3]([O:10][CH2:11][C:12]1[C:13]2[N:14]([N:20]=[C:21]([C:23]([F:24])([F:25])[F:26])[CH:22]=2)[C:15]([CH2:18][O:19][CH3:2])=[CH:16][CH:17]=1)([C:6]([CH3:9])([CH3:7])[CH3:8])([CH3:5])[CH3:4]. (4) Given the reactants [C:1]([N:5]1[CH:9]=[C:8]2[O:10][C:11]3([CH2:20][C:21](=[O:22])[C:7]2=[N:6]1)[CH2:16][CH2:15][N:14](C([O-])=O)[CH2:13][CH2:12]3)([CH3:4])([CH3:3])[CH3:2].C(Cl)(=O)C, predict the reaction product. The product is: [C:1]([N:5]1[CH:9]=[C:8]2[O:10][C:11]3([CH2:20][C:21](=[O:22])[C:7]2=[N:6]1)[CH2:16][CH2:15][NH:14][CH2:13][CH2:12]3)([CH3:4])([CH3:2])[CH3:3]. (5) The product is: [CH3:1][C:2]1[C:10]2[N:9]=[C:8]([CH2:11][CH2:12][CH3:13])[N:7]([CH2:14][C:15]3[CH:32]=[CH:31][C:18]4[C:19](=[CH:28]/[CH:29]=[N:30]/[OH:34])[C:20]5[CH:27]=[CH:26][CH:25]=[CH:24][C:21]=5[O:22][CH2:23][C:17]=4[CH:16]=3)[C:6]=2[CH:5]=[CH:4][CH:3]=1. Given the reactants [CH3:1][C:2]1[C:10]2[N:9]=[C:8]([CH2:11][CH2:12][CH3:13])[N:7]([CH2:14][C:15]3[CH:32]=[CH:31][C:18]4/[C:19](=[CH:28]\[C:29]#[N:30])/[C:20]5[CH:27]=[CH:26][CH:25]=[CH:24][C:21]=5[O:22][CH2:23][C:17]=4[CH:16]=3)[C:6]=2[CH:5]=[CH:4][CH:3]=1.N[OH:34].O, predict the reaction product. (6) Given the reactants [CH:1]([C:4]1[C:8]([CH2:9]O)=[CH:7][N:6]([C:11]2[CH:16]=[CH:15][C:14]([C:17]([F:20])([F:19])[F:18])=[CH:13][CH:12]=2)[N:5]=1)([CH3:3])[CH3:2].S(Cl)([Cl:23])=O, predict the reaction product. The product is: [Cl:23][CH2:9][C:8]1[C:4]([CH:1]([CH3:3])[CH3:2])=[N:5][N:6]([C:11]2[CH:16]=[CH:15][C:14]([C:17]([F:20])([F:19])[F:18])=[CH:13][CH:12]=2)[CH:7]=1. (7) Given the reactants [C:1]1([C:7](=[C:13]([C:15]2[C:16]([Cl:22])=[N:17][N:18]([CH3:21])[C:19]=2[Cl:20])[OH:14])C(OCC)=O)[CH:6]=[CH:5][CH:4]=[CH:3][CH:2]=1, predict the reaction product. The product is: [Cl:22][C:16]1[C:15]([C:13](=[O:14])[CH2:7][C:1]2[CH:6]=[CH:5][CH:4]=[CH:3][CH:2]=2)=[C:19]([Cl:20])[N:18]([CH3:21])[N:17]=1.